This data is from Forward reaction prediction with 1.9M reactions from USPTO patents (1976-2016). The task is: Predict the product of the given reaction. (1) Given the reactants O=[C:2]1[C:15]2[CH:14]=[CH:13][C:12]([C:16]([OH:18])=[O:17])=[CH:11][C:10]=2[NH:9][C:8]2[CH2:7][CH2:6][CH2:5][CH2:4][C:3]1=2.P(Br)(Br)([Br:21])=O.[C:24]1([CH3:30])C=CC=CC=1, predict the reaction product. The product is: [Br:21][C:2]1[C:3]2[CH2:4][CH2:5][CH2:6][CH2:7][C:8]=2[N:9]=[C:10]2[C:15]=1[CH:14]=[CH:13][C:12]([C:16]([O:18][CH2:24][CH3:30])=[O:17])=[CH:11]2. (2) Given the reactants [CH2:1]([O:8][C:9]1[CH:18]=[C:17]2[C:12]([C:13](Cl)=[C:14]([C:19]#[N:20])[CH:15]=[N:16]2)=[CH:11][C:10]=1[O:22][CH3:23])[C:2]1[CH:7]=[CH:6][CH:5]=[CH:4][CH:3]=1.CS(C)=O.[C:28]([CH2:30][C:31]([O:33][C:34]([CH3:37])([CH3:36])[CH3:35])=[O:32])#[N:29].O, predict the reaction product. The product is: [CH2:1]([O:8][C:9]1[CH:18]=[C:17]2[C:12]([C:13]([CH:30]([C:28]#[N:29])[C:31]([O:33][C:34]([CH3:37])([CH3:36])[CH3:35])=[O:32])=[C:14]([C:19]#[N:20])[CH:15]=[N:16]2)=[CH:11][C:10]=1[O:22][CH3:23])[C:2]1[CH:7]=[CH:6][CH:5]=[CH:4][CH:3]=1. (3) Given the reactants [F:1][C:2]1[CH:7]=[CH:6][C:5]([C:8]2([C:13]([OH:15])=O)[CH2:12][CH2:11][CH2:10][CH2:9]2)=[CH:4][CH:3]=1.[NH2:16][CH2:17][CH2:18][CH2:19][N:20]1[CH2:25][CH2:24][CH:23]([C:26]2[N:31]=[C:30]([NH:32][C:33](=[O:37])[CH:34]([CH3:36])[CH3:35])[CH:29]=[CH:28][CH:27]=2)[CH2:22][CH2:21]1, predict the reaction product. The product is: [F:1][C:2]1[CH:3]=[CH:4][C:5]([C:8]2([C:13]([NH:16][CH2:17][CH2:18][CH2:19][N:20]3[CH2:25][CH2:24][CH:23]([C:26]4[CH:27]=[CH:28][CH:29]=[C:30]([NH:32][C:33](=[O:37])[CH:34]([CH3:35])[CH3:36])[N:31]=4)[CH2:22][CH2:21]3)=[O:15])[CH2:9][CH2:10][CH2:11][CH2:12]2)=[CH:6][CH:7]=1.